This data is from Reaction yield outcomes from USPTO patents with 853,638 reactions. The task is: Predict the reaction yield, written as a fraction of the theoretical maximum amount of product (1.0 means a 100% yield; for example, 0.34 means a 34% yield). (1) The reactants are Cl.Br[C:3]1[CH:4]=[C:5]([C:9]2([CH:19]([CH3:21])[CH3:20])[C:17]3[C:12](=[CH:13][CH:14]=[CH:15][CH:16]=3)[C:11]([NH2:18])=[N:10]2)[CH:6]=[CH:7][CH:8]=1.[C:22]([OH:25])(=[O:24])[CH3:23].BrC1C=[C:29]([C:33]2(C(C)C)C3C(=CC=CC=3)[C:35]([NH2:42])=[N:34]2)[CH:30]=CC=1.N1C=C(B(O)O)C=NC=1. The product is [C:22]([OH:25])(=[O:24])[CH3:23].[CH:19]([C:9]1([C:5]2[CH:6]=[CH:7][CH:8]=[C:3]([C:29]3[CH:33]=[N:34][CH:35]=[N:42][CH:30]=3)[CH:4]=2)[C:17]2[C:12](=[CH:13][CH:14]=[CH:15][CH:16]=2)[C:11]([NH2:18])=[N:10]1)([CH3:21])[CH3:20]. No catalyst specified. The yield is 0.810. (2) The reactants are [CH3:1][C:2]1[C:6]([CH:7]([OH:21])[C:8]2[O:9][C:10]3[CH:16]=[CH:15][C:14]([CH2:17][C:18]([OH:20])=O)=[CH:13][C:11]=3[CH:12]=2)=[C:5]([CH3:22])[O:4][N:3]=1.[CH3:23][C:24]1[CH:29]=[C:28]([CH3:30])[CH:27]=[CH:26][C:25]=1[CH:31]([NH2:37])[CH2:32][O:33][CH:34]([CH3:36])[CH3:35]. No catalyst specified. The product is [CH3:1][C:2]1[C:6]([CH:7]([OH:21])[C:8]2[O:9][C:10]3[CH:16]=[CH:15][C:14]([CH2:17][C:18]([NH:37][CH:31]([C:25]4[CH:26]=[CH:27][C:28]([CH3:30])=[CH:29][C:24]=4[CH3:23])[CH2:32][O:33][CH:34]([CH3:36])[CH3:35])=[O:20])=[CH:13][C:11]=3[CH:12]=2)=[C:5]([CH3:22])[O:4][N:3]=1. The yield is 0.204. (3) The reactants are [NH:1]([C:9]([O:11][CH2:12][C:13]1[CH:18]=[CH:17][CH:16]=[CH:15][CH:14]=1)=[O:10])[C@H:2]([C:6]([OH:8])=O)[CH:3]([CH3:5])[CH3:4].[C:19]([O:23][C:24]([N:26]1[CH2:30][CH:29]([O:31][C:32]2[CH:37]=[CH:36][CH:35]=[CH:34][CH:33]=2)[CH:28]2[NH:38][CH2:39][CH2:40][CH:27]12)=[O:25])([CH3:22])([CH3:21])[CH3:20].CN(C(ON1N=NC2C=CC=NC1=2)=[N+](C)C)C.F[P-](F)(F)(F)(F)F.CCN(C(C)C)C(C)C. The catalyst is CN1C(=O)CCC1.C(OCC)C.CCOC(C)=O. The product is [C:19]([O:23][C:24]([N:26]1[CH2:30][CH:29]([O:31][C:32]2[CH:33]=[CH:34][CH:35]=[CH:36][CH:37]=2)[CH:28]2[N:38]([C:6](=[O:8])[CH:2]([NH:1][C:9]([O:11][CH2:12][C:13]3[CH:18]=[CH:17][CH:16]=[CH:15][CH:14]=3)=[O:10])[CH:3]([CH3:4])[CH3:5])[CH2:39][CH2:40][CH:27]12)=[O:25])([CH3:22])([CH3:20])[CH3:21]. The yield is 0.900. (4) The yield is 0.580. The catalyst is ClCCCl. The product is [CH2:1]1[C@H:6]2[C:7]3[N:13]([CH2:14][C@@H:2]1[CH2:3][N:4]([CH2:15][C:16]1[CH:21]=[CH:20][CH:19]=[CH:18][CH:17]=1)[CH2:5]2)[C:11](=[O:12])[CH:10]=[CH:9][CH:8]=3. The reactants are [CH2:1]1[C@H:6]2[C:7]3[N:13]([CH2:14][C@@H:2]1[CH2:3][NH:4][CH2:5]2)[C:11](=[O:12])[CH:10]=[CH:9][CH:8]=3.[CH:15](=O)[C:16]1[CH:21]=[CH:20][CH:19]=[CH:18][CH:17]=1.C(O[BH-](OC(=O)C)OC(=O)C)(=O)C.[Na+]. (5) The reactants are [CH3:1][N:2]1[CH:6]=[N:5][N:4]=[N:3]1.CC([Mg]Cl)C.CON(C)[C:15](=[O:27])[C:16]1[CH:21]=[CH:20][C:19]([CH3:22])=[C:18]([C:23]([F:26])([F:25])[F:24])[CH:17]=1.Cl. The catalyst is O1CCCC1.O. The product is [CH3:1][N:2]1[C:6]([C:15]([C:16]2[CH:21]=[CH:20][C:19]([CH3:22])=[C:18]([C:23]([F:24])([F:26])[F:25])[CH:17]=2)=[O:27])=[N:5][N:4]=[N:3]1. The yield is 0.500. (6) The reactants are [Br:1][CH2:2][C:3]1[CH:4]=[C:5]2[C:9](=[CH:10][CH:11]=1)[N:8]([C:12]([C:14]1[CH:19]=[CH:18][CH:17]=[CH:16][CH:15]=1)=[O:13])[CH:7]=[CH:6]2.[CH:20]1[CH:25]=[CH:24][C:23]([P:26]([C:33]2[CH:38]=[CH:37][CH:36]=[CH:35][CH:34]=2)[C:27]2[CH:32]=[CH:31][CH:30]=[CH:29][CH:28]=2)=[CH:22][CH:21]=1. The catalyst is C1(C)C=CC=CC=1. The product is [Br-:1].[C:12]([N:8]1[C:9]2[C:5](=[CH:4][C:3]([CH2:2][P+:26]([C:27]3[CH:28]=[CH:29][CH:30]=[CH:31][CH:32]=3)([C:33]3[CH:38]=[CH:37][CH:36]=[CH:35][CH:34]=3)[C:23]3[CH:22]=[CH:21][CH:20]=[CH:25][CH:24]=3)=[CH:11][CH:10]=2)[CH:6]=[CH:7]1)(=[O:13])[C:14]1[CH:19]=[CH:18][CH:17]=[CH:16][CH:15]=1. The yield is 0.770.